Task: Regression. Given a target protein amino acid sequence and a drug SMILES string, predict the binding affinity score between them. We predict pKi (pKi = -log10(Ki in M); higher means stronger inhibition). Dataset: bindingdb_ki.. Dataset: Drug-target binding data from BindingDB using Ki measurements (1) The drug is Cc1cc2ccc1[C@@H](C)COC(=O)Nc1ccc(S(=O)(=O)C3CC3)c(c1)CN(C)C(=O)[C@@H]2Nc1ccc2c(N)ncc(F)c2c1. The target protein (P00750) has sequence MDAMKRGLCCVLLLCGAVFVSPSQEIHARFRRGARSYQVICRDEKTQMIYQQHQSWLRPVLRSNRVEYCWCNSGRAQCHSVPVKSCSEPRCFNGGTCQQALYFSDFVCQCPEGFAGKCCEIDTRATCYEDQGISYRGTWSTAESGAECTNWNSSALAQKPYSGRRPDAIRLGLGNHNYCRNPDRDSKPWCYVFKAGKYSSEFCSTPACSEGNSDCYFGNGSAYRGTHSLTESGASCLPWNSMILIGKVYTAQNPSAQALGLGKHNYCRNPDGDAKPWCHVLKNRRLTWEYCDVPSCSTCGLRQYSQPQFRIKGGLFADIASHPWQAAIFAKHRRSPGERFLCGGILISSCWILSAAHCFQERFPPHHLTVILGRTYRVVPGEEEQKFEVEKYIVHKEFDDDTYDNDIALLQLKSDSSRCAQESSVVRTVCLPPADLQLPDWTECELSGYGKHEALSPFYSERLKEAHVRLYPSSRCTSQHLLNRTVTDNMLCAGDTRSGG.... The pKi is 5.0. (2) The drug is NC(CCP(=O)(O)O)C(=O)O. The target protein (P70579) has sequence MVCEGKRLASCPCFFLLTAKFYWILTMMQRTHSQEYAHSIRVDGDIILGGLFPVHAKGERGVPCGELKKEKGIHRLEAMLYAIDQINKDPDLLSNITLGVRILDTCSRDTYALEQSLTFVQALIEKDASDVKCANGDPPIFTKPDKISGVIGAAASSVSIMVANILRLFKIPQISYASTAPELSDNTRYDFFSRVVPPDSYQAQAMVDIVTALGWNYVSTLASEGNYGESGVEAFTQISREIGGVCIAQSQKIPREPRPGEFEKIIKRLLETPNARAVIMFANEDDIRRILEAAKKLNQSGHFLWIGSDSWGSKIAPVYQQEEIAEGAVTILPKRASIDGFDRYFRSRTLANNRRNVWFAEFWEENFGCKLGSHGKRNSHIKKCTGLERIARDSSYEQEGKVQFVIDAVYSMAYALHNMHKERCPGYIGLCPRMVTIDGKELLGYIRAVNFNGSAGTPVTFNENGDAPGRYDIFQYQINNKSTEYKIIGHWTNQLHLKVE.... The pKi is 5.9. (3) The drug is C=CCn1c(C2=NCCN2)cc2ccccc21. The target protein sequence is MAYWYFGQVWCGVYLALDVLFCTSSIVHLCAISLDRYWSVTQAVEYNLKRTPRRVKATIVAVWLISAVISFPPLVSFYRRSDGAAYPQCGLNDETWYILSSCIGSFFAPCLIMGLVYARIYRFFLSRRRRARSSVCRRKVAQAREKRFTFVLAVVMGVFVLCWFPFFFSYSLYGICREACQLPEPLFKFFFWIGYCKSSLNPVIYTVFNQDFRRSFKHILFRRRRRGFRQ. The pKi is 7.7. (4) The drug is NC(=NCCC[C@H]([NH3+])C(=O)[O-])NO. The target protein (Q2KJ64) has sequence MSSKPQSIGVIGAPFSKGQPRGGVEEGPTVLRKAGLLEKLKELECDVKDYGDLSFADNLDDSPFQIVKNPRCVGKASEKLADVVAEVKKTGRISLVLGGDHSLAIGSISGHARVHPDLCVIWVDAHTDINTPLTTKTGNLHGQPVSFLLKELKEKMPEVPGFYWVAPCISAKDIVYIGLRDVDPGEHYILKTLGIKYFSMTEVDKLGIGKVMEETFSYLLGRKKRPIHLSFDVDGLDPSFTPATGTPVQGGLTYREGLYITEEIYKTGLLSGLDIMEVNPSLGKTPEEVTRTVNTTVAITMACFGVAREGNHKPIDYLSPPK. The pKi is 4.5.